Dataset: Full USPTO retrosynthesis dataset with 1.9M reactions from patents (1976-2016). Task: Predict the reactants needed to synthesize the given product. (1) The reactants are: [H-].[Al+3].[Li+].[H-].[H-].[H-].[O:7]1[C:12]2[CH:13]=[CH:14][CH:15]=[C:16]([C:17](O)=[O:18])[C:11]=2[O:10][CH2:9][CH2:8]1.C(C(C(C([O-])=O)O)O)([O-])=O.[Na+].[K+]. Given the product [O:7]1[C:12]2[CH:13]=[CH:14][CH:15]=[C:16]([CH2:17][OH:18])[C:11]=2[O:10][CH2:9][CH2:8]1, predict the reactants needed to synthesize it. (2) Given the product [CH:22]([NH:25][C:16](=[O:18])[C:15]1[CH:19]=[CH:20][CH:21]=[C:13]([C:7]2[CH:8]=[CH:9][CH:10]=[CH:11][CH:12]=2)[CH:14]=1)([CH3:24])[CH3:23], predict the reactants needed to synthesize it. The reactants are: C(Cl)(=O)C(Cl)=O.[C:7]1([C:13]2[CH:14]=[C:15]([CH:19]=[CH:20][CH:21]=2)[C:16]([OH:18])=O)[CH:12]=[CH:11][CH:10]=[CH:9][CH:8]=1.[CH:22]([NH2:25])([CH3:24])[CH3:23].